Task: Predict the reactants needed to synthesize the given product.. Dataset: Full USPTO retrosynthesis dataset with 1.9M reactions from patents (1976-2016) (1) Given the product [CH3:61][N:35]([CH3:34])[CH2:36][CH2:37][CH2:38][C:39]#[C:40][C:41]1[CH:42]=[N:43][C:44]([N:47]([CH3:1])[S:48]([C:51]2[CH:52]=[CH:53][C:54]([C:57]([F:60])([F:58])[F:59])=[CH:55][CH:56]=2)(=[O:49])=[O:50])=[N:45][CH:46]=1, predict the reactants needed to synthesize it. The reactants are: [C:1]1(P(C2C=CC=CC=2)C2C=CC=CC=2)C=CC=CC=1.CCOC(/N=N/C(OCC)=O)=O.CO.[CH3:34][N:35]([CH3:61])[CH2:36][CH2:37][CH2:38][C:39]#[C:40][C:41]1[CH:42]=[N:43][C:44]([NH:47][S:48]([C:51]2[CH:56]=[CH:55][C:54]([C:57]([F:60])([F:59])[F:58])=[CH:53][CH:52]=2)(=[O:50])=[O:49])=[N:45][CH:46]=1. (2) Given the product [ClH:30].[ClH:30].[CH3:29][O:28][C:24]1[CH:23]=[C:22]([C:3]2([C:1]#[N:2])[CH2:4][CH2:5][N:6]([CH:9]3[CH2:14][CH2:13][NH:12][CH2:11][CH2:10]3)[CH2:7][CH2:8]2)[CH:27]=[CH:26][CH:25]=1, predict the reactants needed to synthesize it. The reactants are: [C:1]([C:3]1([C:22]2[CH:27]=[CH:26][CH:25]=[C:24]([O:28][CH3:29])[CH:23]=2)[CH2:8][CH2:7][N:6]([CH:9]2[CH2:14][CH2:13][N:12](C(OC(C)(C)C)=O)[CH2:11][CH2:10]2)[CH2:5][CH2:4]1)#[N:2].[ClH:30].O1CCOCC1. (3) Given the product [CH:53]([N:52]([CH:56]([CH3:58])[CH3:57])[C:12]([C:10]1[C:9]([O:24][CH2:25][CH:22]2[CH2:23][CH2:26]2)=[CH:8][C:7]([N:15]2[CH2:16][C:17]([F:19])([F:20])[CH2:18]2)=[CH:6][N:11]=1)=[O:14])([CH3:55])[CH3:54], predict the reactants needed to synthesize it. The reactants are: C1(CO[C:6]2[N:11]=[C:10]([C:12]([OH:14])=O)[CH:9]=[CH:8][C:7]=2[N:15]2[CH2:18][C:17]([F:20])([F:19])[CH2:16]2)CC1.C[C:22]1([CH2:26]N)[CH2:25][O:24][CH2:23]1.CN(C(ON1N=NC2C=CC=CC1=2)=[N+](C)C)C.[B-](F)(F)(F)F.CC[N:52]([CH:56]([CH3:58])[CH3:57])[CH:53]([CH3:55])[CH3:54]. (4) The reactants are: [NH:1]1[CH2:5][CH2:4][C@H:3]([NH:6][C:7]2[C:12]([C:13]3[N:14]=[C:15]4[CH:21]=[CH:20][N:19]([CH2:22][O:23][CH2:24][CH2:25][Si:26]([CH3:29])([CH3:28])[CH3:27])[C:16]4=[N:17][CH:18]=3)=[CH:11][CH:10]=[CH:9][N:8]=2)[CH2:2]1.[C:30](OC(=O)C)(=[O:32])[CH3:31]. Given the product [CH3:27][Si:26]([CH3:29])([CH3:28])[CH2:25][CH2:24][O:23][CH2:22][N:19]1[C:16]2=[N:17][CH:18]=[C:13]([C:12]3[C:7]([NH:6][C@H:3]4[CH2:4][CH2:5][N:1]([C:30](=[O:32])[CH3:31])[CH2:2]4)=[N:8][CH:9]=[CH:10][CH:11]=3)[N:14]=[C:15]2[CH:21]=[CH:20]1, predict the reactants needed to synthesize it. (5) Given the product [Cl:31][C:20]1[C:21]([F:30])=[C:22]([C:24]2([C:26]([F:29])([F:28])[F:27])[O:1][N:2]=[C:3]([C:4]3[CH:15]=[CH:14][C:7]4[B:8]([OH:13])[O:9][C:10]([CH3:12])([CH3:11])[C:6]=4[CH:5]=3)[CH2:25]2)[CH:23]=[C:18]([Cl:17])[C:19]=1[F:32], predict the reactants needed to synthesize it. The reactants are: [OH:1][N:2]=[C:3](Cl)[C:4]1[CH:15]=[CH:14][C:7]2[B:8]([OH:13])[O:9][C:10]([CH3:12])([CH3:11])[C:6]=2[CH:5]=1.[Cl:17][C:18]1[CH:23]=[C:22]([C:24]([C:26]([F:29])([F:28])[F:27])=[CH2:25])[C:21]([F:30])=[C:20]([Cl:31])[C:19]=1[F:32].